From a dataset of Catalyst prediction with 721,799 reactions and 888 catalyst types from USPTO. Predict which catalyst facilitates the given reaction. (1) Reactant: [Br:1][C:2]1[CH:3]=[CH:4][C:5]([C:8]2[CH:13]=[CH:12][C:11]([OH:14])=[CH:10][CH:9]=2)=[N:6][CH:7]=1.[C:15]([N:22]1[CH2:27][CH2:26][CH:25]([CH2:28]O)[CH2:24][CH2:23]1)([O:17][C:18]([CH3:21])([CH3:20])[CH3:19])=[O:16].C1C=CC(P(C2C=CC=CC=2)C2C=CC=CC=2)=CC=1.N(C(OC(C)C)=O)=NC(OC(C)C)=O. Product: [Br:1][C:2]1[CH:3]=[CH:4][C:5]([C:8]2[CH:13]=[CH:12][C:11]([O:14][CH2:28][CH:25]3[CH2:26][CH2:27][N:22]([C:15]([O:17][C:18]([CH3:19])([CH3:21])[CH3:20])=[O:16])[CH2:23][CH2:24]3)=[CH:10][CH:9]=2)=[N:6][CH:7]=1. The catalyst class is: 1. (2) Reactant: C([O:4][C:5]1[CH:6]=[C:7]2[C:12](=[C:13]([F:15])[CH:14]=1)[NH:11][C:10](=[O:16])[CH2:9][CH2:8]2)(=O)C.[OH-].[Na+]. Product: [F:15][C:13]1[CH:14]=[C:5]([OH:4])[CH:6]=[C:7]2[C:12]=1[NH:11][C:10](=[O:16])[CH2:9][CH2:8]2. The catalyst class is: 5. (3) Reactant: C[O:2][C:3]1[CH:4]=[C:5]([C:9]2[C:10]([C:31]3[CH:36]=[CH:35][N:34]=[CH:33][CH:32]=3)=[N:11][N:12]3[C:17]([CH:18]4[CH2:24][CH:23]5[N:25]([C:26]([O:28][CH2:29][CH3:30])=[O:27])[CH:20]([CH2:21][CH2:22]5)[CH2:19]4)=[CH:16][CH:15]=[N:14][C:13]=23)[CH:6]=[CH:7][CH:8]=1.B(Br)(Br)Br. Product: [OH:2][C:3]1[CH:4]=[C:5]([C:9]2[C:10]([C:31]3[CH:36]=[CH:35][N:34]=[CH:33][CH:32]=3)=[N:11][N:12]3[C:17]([CH:18]4[CH2:24][CH:23]5[N:25]([C:26]([O:28][CH2:29][CH3:30])=[O:27])[CH:20]([CH2:21][CH2:22]5)[CH2:19]4)=[CH:16][CH:15]=[N:14][C:13]=23)[CH:6]=[CH:7][CH:8]=1. The catalyst class is: 4. (4) Reactant: Cl[C:2]1[C:11]2[C:6](=[CH:7][CH:8]=[CH:9][CH:10]=2)[CH:5]=[CH:4][N:3]=1.[F:12][C:13]([F:22])([F:21])[C:14]1[CH:15]=[C:16]([CH:18]=[CH:19][CH:20]=1)[NH2:17].CN1CCCC1=O. Product: [F:12][C:13]([F:21])([F:22])[C:14]1[CH:15]=[C:16]([NH:17][C:2]2[C:11]3[C:6](=[CH:7][CH:8]=[CH:9][CH:10]=3)[CH:5]=[CH:4][N:3]=2)[CH:18]=[CH:19][CH:20]=1. The catalyst class is: 6. (5) Reactant: [CH:1]([NH2:3])=O.[C:4]([BH3-])#N.[Na+].[CH2:8]([O:15][C:16]1[CH:21]=[CH:20][C:19]([C:22]2[N:26]([C:27]3[CH:32]=[CH:31][C:30]([O:33][CH3:34])=[CH:29][CH:28]=3)[N:25]=[C:24](N)[CH:23]=2)=[CH:18][CH:17]=1)[C:9]1[CH:14]=[CH:13][CH:12]=[CH:11][CH:10]=1. Product: [CH2:8]([O:15][C:16]1[CH:21]=[CH:20][C:19]([C:22]2[N:26]([C:27]3[CH:32]=[CH:31][C:30]([O:33][CH3:34])=[CH:29][CH:28]=3)[N:25]=[C:24]([N:3]([CH3:1])[CH3:4])[CH:23]=2)=[CH:18][CH:17]=1)[C:9]1[CH:14]=[CH:13][CH:12]=[CH:11][CH:10]=1. The catalyst class is: 5.